This data is from NCI-60 drug combinations with 297,098 pairs across 59 cell lines. The task is: Regression. Given two drug SMILES strings and cell line genomic features, predict the synergy score measuring deviation from expected non-interaction effect. (1) Drug 1: C1CN1P(=S)(N2CC2)N3CC3. Drug 2: CC(C)(C#N)C1=CC(=CC(=C1)CN2C=NC=N2)C(C)(C)C#N. Cell line: A498. Synergy scores: CSS=17.6, Synergy_ZIP=-7.15, Synergy_Bliss=-4.30, Synergy_Loewe=0.417, Synergy_HSA=0.650. (2) Drug 1: CC12CCC3C(C1CCC2=O)CC(=C)C4=CC(=O)C=CC34C. Drug 2: CN(CCCl)CCCl.Cl. Cell line: NCIH23. Synergy scores: CSS=57.7, Synergy_ZIP=-4.98, Synergy_Bliss=0.604, Synergy_Loewe=-8.48, Synergy_HSA=2.71. (3) Drug 2: C1=NC2=C(N=C(N=C2N1C3C(C(C(O3)CO)O)F)Cl)N. Drug 1: CC1=CC2C(CCC3(C2CCC3(C(=O)C)OC(=O)C)C)C4(C1=CC(=O)CC4)C. Synergy scores: CSS=86.0, Synergy_ZIP=7.65, Synergy_Bliss=10.2, Synergy_Loewe=-17.6, Synergy_HSA=8.68. Cell line: HL-60(TB). (4) Synergy scores: CSS=35.2, Synergy_ZIP=-1.18, Synergy_Bliss=0.553, Synergy_Loewe=-4.01, Synergy_HSA=1.84. Drug 2: C1=CN(C(=O)N=C1N)C2C(C(C(O2)CO)O)O.Cl. Cell line: NCI-H322M. Drug 1: CN1CCC(CC1)COC2=C(C=C3C(=C2)N=CN=C3NC4=C(C=C(C=C4)Br)F)OC. (5) Drug 1: C1CCC(C1)C(CC#N)N2C=C(C=N2)C3=C4C=CNC4=NC=N3. Drug 2: CC(CN1CC(=O)NC(=O)C1)N2CC(=O)NC(=O)C2. Cell line: SK-MEL-28. Synergy scores: CSS=4.30, Synergy_ZIP=-2.10, Synergy_Bliss=-3.29, Synergy_Loewe=-9.17, Synergy_HSA=-7.45.